This data is from Reaction yield outcomes from USPTO patents with 853,638 reactions. The task is: Predict the reaction yield, written as a fraction of the theoretical maximum amount of product (1.0 means a 100% yield; for example, 0.34 means a 34% yield). (1) The reactants are [CH3:1][C:2]([CH3:24])([CH3:23])[CH2:3][N:4]1[C:8]2[N:9]=[C:10]([C:13]#[N:14])[N:11]=[CH:12][C:7]=2[CH:6]=[C:5]1[CH2:15][N:16]1[CH2:21][CH2:20][C:19](=O)[CH2:18][CH2:17]1.[N:25]1N=CN(N)C=1.C(N(CC)CC)C.[O-]S([O-])(=O)=O.[Mg+2].[BH4-].[Na+]. The catalyst is C(Cl)Cl.CO.CC(C)=O. The product is [NH2:25][CH:19]1[CH2:20][CH2:21][N:16]([CH2:15][C:5]2[N:4]([CH2:3][C:2]([CH3:24])([CH3:23])[CH3:1])[C:8]3[N:9]=[C:10]([C:13]#[N:14])[N:11]=[CH:12][C:7]=3[CH:6]=2)[CH2:17][CH2:18]1. The yield is 0.850. (2) The reactants are Br[C:2]1[CH:3]=[N:4][N:5]2[C:10]([C:11]3[CH:12]=[C:13]([NH:17][C:18](=[O:29])[C:19]4[CH:24]=[CH:23][CH:22]=[C:21]([C:25]([F:28])([F:27])[F:26])[CH:20]=4)[CH:14]=[CH:15][CH:16]=3)=[CH:9][CH:8]=[N:7][C:6]=12.CC1(C)C(C)(C)OB([C:38]2[CH:39]=[CH:40][C:41]([NH:44][C:45](=[O:47])[CH3:46])=[N:42][CH:43]=2)O1. No catalyst specified. The product is [C:45]([NH:44][C:41]1[N:42]=[CH:43][C:38]([C:2]2[CH:3]=[N:4][N:5]3[C:10]([C:11]4[CH:12]=[C:13]([NH:17][C:18](=[O:29])[C:19]5[CH:24]=[CH:23][CH:22]=[C:21]([C:25]([F:28])([F:27])[F:26])[CH:20]=5)[CH:14]=[CH:15][CH:16]=4)=[CH:9][CH:8]=[N:7][C:6]=23)=[CH:39][CH:40]=1)(=[O:47])[CH3:46]. The yield is 0.100. (3) The product is [N+:2]([C:5]1[CH:6]=[C:7]([CH:8]=[CH:9][CH:10]=1)[CH2:11][CH2:12][NH:13][C:23](=[O:24])[C:25]([F:28])([F:27])[F:26])([O-:4])=[O:3]. The yield is 1.01. The catalyst is C(Cl)Cl. The reactants are Cl.[N+:2]([C:5]1[CH:6]=[C:7]([CH2:11][CH2:12][NH2:13])[CH:8]=[CH:9][CH:10]=1)([O-:4])=[O:3].CCN(C(C)C)C(C)C.[C:23](O[C:23]([C:25]([F:28])([F:27])[F:26])=[O:24])([C:25]([F:28])([F:27])[F:26])=[O:24]. (4) The catalyst is O. The product is [Br:16][CH2:17][CH2:18][O:7][C:6](=[O:8])[C:5]1[CH:9]=[CH:10][C:11]([N+:13]([O-:15])=[O:14])=[CH:12][C:4]=1[CH:1]([CH3:3])[CH3:2]. The yield is 0.690. The reactants are [CH:1]([C:4]1[CH:12]=[C:11]([N+:13]([O-:15])=[O:14])[CH:10]=[CH:9][C:5]=1[C:6]([OH:8])=[O:7])([CH3:3])[CH3:2].[Br:16][CH2:17][CH2:18]O.S(=O)(=O)(O)O. (5) The reactants are C[O:2][C:3]([C:5]1[S:6][C:7]([C:27]#[C:28][C:29]([CH3:32])([CH3:31])[CH3:30])=[CH:8][C:9]=1[N:10]([C@H:20]1[CH2:25][CH2:24][C@H:23]([OH:26])[CH2:22][CH2:21]1)[C:11]([CH:13]1[CH2:18][CH2:17][C:16]([CH3:19])=[CH:15][CH2:14]1)=[O:12])=[O:4].[CH3:33][N:34]([CH2:36][C:37]1[CH:42]=[CH:41][N:40]=[C:39](F)[CH:38]=1)[CH3:35].[H-].[Na+].C(O)(=O)CC(CC(O)=O)(C(O)=O)O. The catalyst is CN(C=O)C.O. The product is [CH3:33][N:34]([CH2:36][C:37]1[CH:42]=[CH:41][N:40]=[C:39]([O:26][C@H:23]2[CH2:24][CH2:25][C@H:20]([N:10]([C:11]([CH:13]3[CH2:18][CH2:17][C:16]([CH3:19])=[CH:15][CH2:14]3)=[O:12])[C:9]3[CH:8]=[C:7]([C:27]#[C:28][C:29]([CH3:30])([CH3:31])[CH3:32])[S:6][C:5]=3[C:3]([OH:2])=[O:4])[CH2:21][CH2:22]2)[CH:38]=1)[CH3:35]. The yield is 0.350. (6) The reactants are C([O:3][C:4](/[CH:6]=[CH:7]/[C:8]1[C:17]([O:18][CH3:19])=[C:16]2[C:11]([CH:12]=[N:13][C:14]([NH:20][CH3:21])=[N:15]2)=[C:10]([C:22]2[CH:27]=[CH:26][CH:25]=[C:24]([Cl:28])[CH:23]=2)[CH:9]=1)=[O:5])C.[OH-].[Na+]. The catalyst is C(O)C. The product is [C:4](/[CH:6]=[CH:7]/[C:8]1[C:17]([O:18][CH3:19])=[C:16]2[C:11]([CH:12]=[N:13][C:14]([NH:20][CH3:21])=[N:15]2)=[C:10]([C:22]2[CH:27]=[CH:26][CH:25]=[C:24]([Cl:28])[CH:23]=2)[CH:9]=1)([OH:5])=[O:3]. The yield is 0.260. (7) The reactants are [CH:1]1([CH2:4][O:5][NH2:6])[CH2:3][CH2:2]1.C([O:9][C:10]([C:12]1[C:17]([NH:18][C:19]2[CH:24]=[CH:23][C:22]([CH3:25])=[CH:21][C:20]=2[F:26])=[C:16]([CH3:27])[C:15](=[O:28])[N:14]([CH3:29])[C:13]=1[CH3:30])=O)C.C[Si]([N-][Si](C)(C)C)(C)C.[Li+]. The catalyst is C1COCC1. The product is [CH:1]1([CH2:4][O:5][NH:6][C:10]([C:12]2[C:17]([NH:18][C:19]3[CH:24]=[CH:23][C:22]([CH3:25])=[CH:21][C:20]=3[F:26])=[C:16]([CH3:27])[C:15](=[O:28])[N:14]([CH3:29])[C:13]=2[CH3:30])=[O:9])[CH2:3][CH2:2]1. The yield is 0.400.